From a dataset of NCI-60 drug combinations with 297,098 pairs across 59 cell lines. Regression. Given two drug SMILES strings and cell line genomic features, predict the synergy score measuring deviation from expected non-interaction effect. Drug 1: CC1=C2C(C(=O)C3(C(CC4C(C3C(C(C2(C)C)(CC1OC(=O)C(C(C5=CC=CC=C5)NC(=O)OC(C)(C)C)O)O)OC(=O)C6=CC=CC=C6)(CO4)OC(=O)C)O)C)O. Drug 2: C1=CC=C(C=C1)NC(=O)CCCCCCC(=O)NO. Cell line: OVCAR-4. Synergy scores: CSS=2.54, Synergy_ZIP=-2.18, Synergy_Bliss=-0.485, Synergy_Loewe=-0.312, Synergy_HSA=0.183.